Dataset: Reaction yield outcomes from USPTO patents with 853,638 reactions. Task: Predict the reaction yield, written as a fraction of the theoretical maximum amount of product (1.0 means a 100% yield; for example, 0.34 means a 34% yield). (1) The reactants are [CH:1]1([N:6]2[CH2:12][C:11]([CH3:14])([CH3:13])[C:10](=[O:15])[N:9]([CH3:16])[C:8]3[CH:17]=[N:18][C:19]([NH:21][C:22]4[CH:30]=[CH:29][C:25]([C:26](O)=[O:27])=[CH:24][C:23]=4[O:31][CH3:32])=[N:20][C:7]2=3)[CH2:5][CH2:4][CH2:3][CH2:2]1.CCN(C(C)C)C(C)C.CN(C(ON1N=NC2C=CC=CC1=2)=[N+](C)C)C.[B-](F)(F)(F)F.Cl.Cl.[NH2:66][CH:67]1[CH:72]2[CH2:73][CH2:74][N:69]([CH2:70][CH2:71]2)[CH2:68]1. The catalyst is CN(C=O)C. The product is [CH:1]1([N:6]2[CH2:12][C:11]([CH3:13])([CH3:14])[C:10](=[O:15])[N:9]([CH3:16])[C:8]3[CH:17]=[N:18][C:19]([NH:21][C:22]4[CH:30]=[CH:29][C:25]([C:26]([NH:66][CH:67]5[CH:72]6[CH2:73][CH2:74][N:69]([CH2:70][CH2:71]6)[CH2:68]5)=[O:27])=[CH:24][C:23]=4[O:31][CH3:32])=[N:20][C:7]2=3)[CH2:5][CH2:4][CH2:3][CH2:2]1. The yield is 0.320. (2) The reactants are [C:1]1(=O)[C:11]2=[C:12]3[C:7](=[CH:8][CH:9]=[CH:10]2)[CH:6]=[CH:5][CH:4]=[C:3]3[C:2]1=O.[C:15]1([CH2:21][C:22](=[O:30])[CH2:23][C:24]2[CH:29]=[CH:28][CH:27]=[CH:26][CH:25]=2)[CH:20]=[CH:19][CH:18]=[CH:17][CH:16]=1.[OH-].[K+]. The catalyst is C(O)C. The product is [C:24]1([C:23]2[C:22](=[O:30])[C:21]([C:15]3[CH:20]=[CH:19][CH:18]=[CH:17][CH:16]=3)=[C:2]3[C:3]4=[C:12]5[C:7](=[CH:6][CH:5]=[CH:4]4)[CH:8]=[CH:9][CH:10]=[C:11]5[C:1]=23)[CH:25]=[CH:26][CH:27]=[CH:28][CH:29]=1. The yield is 0.713. (3) The reactants are C([NH:4][C@:5]1([C:22](NC(C)(C)C)=[O:23])[C@@H:9]([CH2:10][CH2:11][CH2:12][B:13]2[O:17]C(C)(C)C(C)(C)[O:14]2)[CH2:8][NH:7][CH2:6]1)(=O)C.Cl.C(O)(=[O:32])C. The catalyst is O. The product is [NH2:4][C@:5]1([C:22]([OH:23])=[O:32])[C@@H:9]([CH2:10][CH2:11][CH2:12][B:13]([OH:14])[OH:17])[CH2:8][NH:7][CH2:6]1. The yield is 0.790. (4) The reactants are [Cl:1][C:2]1[CH:7]=[C:6]([F:8])[CH:5]=[C:4]([Cl:9])[C:3]=1[OH:10].C(=O)([O-])[O-].[K+].[K+].Br[CH2:18][C:19]([O:21]CC)=[O:20]. The catalyst is CC(C)=O. The product is [Cl:1][C:2]1[CH:7]=[C:6]([F:8])[CH:5]=[C:4]([Cl:9])[C:3]=1[O:10][CH2:18][C:19]([OH:21])=[O:20]. The yield is 0.728. (5) The reactants are [Cl:1][C:2]1[N:3]([S:15]([C:18]2[CH:23]=[CH:22][CH:21]=[CH:20][CH:19]=2)(=[O:17])=[O:16])[C:4]([C:9]2[CH:14]=[CH:13][CH:12]=[CH:11][CH:10]=2)=[CH:5][C:6]=1[CH2:7][OH:8].C[N+]1([O-])CCOCC1. The catalyst is C(#N)C.C(OCC)(=O)C.[Ru]([O-])(=O)(=O)=O.C([N+](CCC)(CCC)CCC)CC. The product is [Cl:1][C:2]1[N:3]([S:15]([C:18]2[CH:23]=[CH:22][CH:21]=[CH:20][CH:19]=2)(=[O:17])=[O:16])[C:4]([C:9]2[CH:10]=[CH:11][CH:12]=[CH:13][CH:14]=2)=[CH:5][C:6]=1[CH:7]=[O:8]. The yield is 0.530. (6) The reactants are [CH3:1][N:2]1[C:6]([C:7]2[C:12]([F:13])=[CH:11][N:10]=[C:9]([NH2:14])[N:8]=2)=[CH:5][N:4]=[C:3]1[CH3:15].[N:16]1([C:20]([C:22]2[CH:27]=[CH:26][C:25](Br)=[CH:24][N:23]=2)=[O:21])[CH2:19][CH2:18][CH2:17]1. No catalyst specified. The product is [N:16]1([C:20]([C:22]2[N:23]=[CH:24][C:25]([NH:14][C:9]3[N:8]=[C:7]([C:6]4[N:2]([CH3:1])[C:3]([CH3:15])=[N:4][CH:5]=4)[C:12]([F:13])=[CH:11][N:10]=3)=[CH:26][CH:27]=2)=[O:21])[CH2:19][CH2:18][CH2:17]1. The yield is 0.410. (7) The reactants are [N-:1]=[N+:2]=[N-:3].[Na+].[Br:5][C:6]1[C:7](=[O:21])[N:8]([CH2:13][C:14]2[CH:19]=[CH:18][CH:17]=[C:16]([F:20])[CH:15]=2)[CH:9]=[CH:10][C:11]=1Br. The catalyst is CN(C)C=O. The yield is 0.980. The product is [N:1]([C:11]1[CH:10]=[CH:9][N:8]([CH2:13][C:14]2[CH:19]=[CH:18][CH:17]=[C:16]([F:20])[CH:15]=2)[C:7](=[O:21])[C:6]=1[Br:5])=[N+:2]=[N-:3]. (8) The reactants are C(Cl)(=O)C(Cl)=O.[Br:7][C:8]1[CH:13]=[CH:12][N:11]=[C:10]([C:14]([OH:16])=O)[CH:9]=1.Cl.[CH2:18]([NH:25][OH:26])[C:19]1[CH:24]=[CH:23][CH:22]=[CH:21][CH:20]=1.C(N(CC)CC)C.C(=O)(O)[O-].[Na+]. The catalyst is ClCCl.CN(C)C=O. The product is [CH2:18]([N:25]([OH:26])[C:14]([C:10]1[CH:9]=[C:8]([Br:7])[CH:13]=[CH:12][N:11]=1)=[O:16])[C:19]1[CH:24]=[CH:23][CH:22]=[CH:21][CH:20]=1. The yield is 0.580. (9) The reactants are [CH3:1][C@@H:2]1[N:7]([C:8]2[CH:9]=[N:10][C:11]([N+:14]([O-])=O)=[CH:12][CH:13]=2)[CH2:6][CH2:5][N:4]([C:17]([O:19][C:20]([CH3:23])([CH3:22])[CH3:21])=[O:18])[CH2:3]1. The catalyst is [Pd].C(O)C. The product is [NH2:14][C:11]1[N:10]=[CH:9][C:8]([N:7]2[CH2:6][CH2:5][N:4]([C:17]([O:19][C:20]([CH3:23])([CH3:22])[CH3:21])=[O:18])[CH2:3][C@@H:2]2[CH3:1])=[CH:13][CH:12]=1. The yield is 0.960. (10) The reactants are [CH3:1][C:2]1[N:7]=[CH:6][C:5]([CH2:8]O)=[CH:4][CH:3]=1.S(Cl)([Cl:12])=O. The catalyst is C1(C)C=CC=CC=1. The product is [ClH:12].[Cl:12][CH2:8][C:5]1[CH:4]=[CH:3][C:2]([CH3:1])=[N:7][CH:6]=1. The yield is 0.920.